Predict the product of the given reaction. From a dataset of Forward reaction prediction with 1.9M reactions from USPTO patents (1976-2016). (1) Given the reactants [NH2:1][C:2]1[S:3][C:4]([C:10]2[C:15]([F:16])=[CH:14][C:13]([C:17]([OH:20])([CH3:19])[CH3:18])=[CH:12][C:11]=2[F:21])=[CH:5][C:6]=1[C:7]([NH2:9])=[O:8].Br[C:23]1[CH:30]=[CH:29][C:26]([CH:27]=[O:28])=[CH:25][CH:24]=1.C1(P(C2CCCCC2)C2C=CC=CC=2C2C(C(C)C)=CC(C(C)C)=CC=2C(C)C)CCCCC1.C(=O)([O-])[O-].[K+].[K+], predict the reaction product. The product is: [F:16][C:15]1[CH:14]=[C:13]([C:17]([OH:20])([CH3:18])[CH3:19])[CH:12]=[C:11]([F:21])[C:10]=1[C:4]1[S:3][C:2]([NH:1][C:23]2[CH:30]=[CH:29][C:26]([CH:27]=[O:28])=[CH:25][CH:24]=2)=[C:6]([C:7]([NH2:9])=[O:8])[CH:5]=1. (2) The product is: [CH2:1]([N:8]([C:15]1[CH:16]=[C:17]([Cl:22])[CH:18]=[C:19]([Cl:21])[CH:20]=1)[C:9]1[N:10]=[C:11]([NH2:12])[NH:24][N:23]=1)[C:2]1[CH:7]=[CH:6][CH:5]=[CH:4][CH:3]=1. Given the reactants [CH2:1]([N:8]([C:15]1[CH:20]=[C:19]([Cl:21])[CH:18]=[C:17]([Cl:22])[CH:16]=1)/[C:9](/SC)=[N:10]/[C:11]#[N:12])[C:2]1[CH:7]=[CH:6][CH:5]=[CH:4][CH:3]=1.[NH2:23][NH2:24], predict the reaction product. (3) Given the reactants Br[CH2:2][CH2:3][CH2:4][CH2:5][CH2:6][CH2:7][CH2:8][CH2:9][CH2:10][CH2:11][O:12][C:13]1[CH:21]=[CH:20][C:16]([C:17]([OH:19])=[O:18])=[CH:15][CH:14]=1.C1(C=CC=C(O)C=1)O.[Br:30][CH2:31][CH2:32]CCCCCCCCCCOC1C=CC(C=O)=CC=1.[O-]Cl=O.[Na+], predict the reaction product. The product is: [Br:30][CH2:31][CH2:32][CH2:2][CH2:3][CH2:4][CH2:5][CH2:6][CH2:7][CH2:8][CH2:9][CH2:10][CH2:11][O:12][C:13]1[CH:21]=[CH:20][C:16]([C:17]([OH:19])=[O:18])=[CH:15][CH:14]=1. (4) Given the reactants [C:1]([O:5][C:6](=[O:20])[NH:7][C:8]1[CH:13]=[C:12]([Cl:14])[C:11]([C:15]([F:18])([F:17])[F:16])=[CH:10][C:9]=1[NH2:19])([CH3:4])([CH3:3])[CH3:2].C([O:25][C:26](=O)[CH2:27][C:28](=[O:48])[C:29]1[CH:34]=[CH:33][CH:32]=[C:31]([N:35]2[C:39]([CH2:40][O:41][CH:42]3[CH2:47][CH2:46][CH2:45][CH2:44][O:43]3)=[CH:38][N:37]=[N:36]2)[CH:30]=1)(C)(C)C, predict the reaction product. The product is: [C:1]([O:5][C:6](=[O:20])[NH:7][C:8]1[CH:13]=[C:12]([Cl:14])[C:11]([C:15]([F:17])([F:18])[F:16])=[CH:10][C:9]=1[NH:19][C:26](=[O:25])[CH2:27][C:28](=[O:48])[C:29]1[CH:34]=[CH:33][CH:32]=[C:31]([N:35]2[C:39]([CH2:40][O:41][CH:42]3[CH2:47][CH2:46][CH2:45][CH2:44][O:43]3)=[CH:38][N:37]=[N:36]2)[CH:30]=1)([CH3:4])([CH3:2])[CH3:3]. (5) Given the reactants [BrH:1].[CH:2]([C:5]1[CH:10]=[CH:9][CH:8]=[CH:7][C:6]=1[CH2:11]O)([CH3:4])[CH3:3], predict the reaction product. The product is: [Br:1][CH2:11][C:6]1[CH:7]=[CH:8][CH:9]=[CH:10][C:5]=1[CH:2]([CH3:4])[CH3:3]. (6) Given the reactants [CH3:1][O:2][C:3]1[CH:12]=[C:11]2[C:6]([C:7]([CH2:13][C:14](=[N:21][NH:22][C:23](=O)[CH2:24][CH2:25][CH2:26][CH2:27][CH2:28]Cl)[C:15]3[CH:20]=[CH:19][CH:18]=[CH:17][N:16]=3)=[CH:8][CH:9]=[N:10]2)=[CH:5][CH:4]=1.[H-].[Na+], predict the reaction product. The product is: [CH3:1][O:2][C:3]1[CH:12]=[C:11]2[C:6]([C:7]([C:13]3[C:14]([C:15]4[CH:20]=[CH:19][CH:18]=[CH:17][N:16]=4)=[N:21][N:22]4[CH2:23][CH2:24][CH2:25][CH2:26][CH2:27][C:28]=34)=[CH:8][CH:9]=[N:10]2)=[CH:5][CH:4]=1.